This data is from Reaction yield outcomes from USPTO patents with 853,638 reactions. The task is: Predict the reaction yield, written as a fraction of the theoretical maximum amount of product (1.0 means a 100% yield; for example, 0.34 means a 34% yield). (1) The reactants are C(OC([NH:8][C@H:9]([C:11]([NH:13][CH:14]1[N:20]=[C:19]([C:21]2[CH:26]=[CH:25][CH:24]=[CH:23][N:22]=2)[C:18]2[CH:27]=[CH:28][CH:29]=[CH:30][C:17]=2[N:16]([CH3:31])[C:15]1=[O:32])=[O:12])[CH3:10])=O)(C)(C)C.C(O)(C(F)(F)F)=O. The catalyst is C(Cl)Cl. The product is [NH2:8][C@H:9]([C:11]([NH:13][CH:14]1[N:20]=[C:19]([C:21]2[CH:26]=[CH:25][CH:24]=[CH:23][N:22]=2)[C:18]2[CH:27]=[CH:28][CH:29]=[CH:30][C:17]=2[N:16]([CH3:31])[C:15]1=[O:32])=[O:12])[CH3:10]. The yield is 0.660. (2) The product is [Cl:1][C:2]1[CH:13]=[C:12]([Cl:14])[CH:11]=[CH:10][C:3]=1[CH2:4][CH:5]([C:6]#[N:7])[C:8]#[N:9]. The catalyst is C(O)C. The reactants are [Cl:1][C:2]1[CH:13]=[C:12]([Cl:14])[CH:11]=[CH:10][C:3]=1[CH:4]=[C:5]([C:8]#[N:9])[C:6]#[N:7].O1CCCC1.[BH4-].[Na+]. The yield is 0.690. (3) The reactants are C(O[C:6]([N:8]1[CH2:13][CH2:12][N:11]([C:14]2[C:15](=[O:33])[N:16]([CH2:29][CH:30]([CH3:32])[CH3:31])[N:17]=[C:18]([C:21]3[CH:26]=[CH:25][C:24](C)=[C:23](F)[CH:22]=3)[C:19]=2[CH3:20])[CH2:10][CH2:9]1)=O)(C)(C)C.C(N1C(=O)C(CO[S:47]([CH3:50])(=O)=O)=CC(C2C=CC(SC)=CC=2)=N1)C(C)C.CN1CCNCC1. No catalyst specified. The product is [CH2:29]([N:16]1[C:15](=[O:33])[C:14]([N:11]2[CH2:12][CH2:13][N:8]([CH3:6])[CH2:9][CH2:10]2)=[C:19]([CH3:20])[C:18]([C:21]2[CH:26]=[CH:25][C:24]([S:47][CH3:50])=[CH:23][CH:22]=2)=[N:17]1)[CH:30]([CH3:32])[CH3:31]. The yield is 0.683. (4) The reactants are [NH:1]1[C:9]2[C:4](=[CH:5][C:6]([NH:10][C:11]3[CH:19]=[CH:18][CH:17]=[CH:16][C:12]=3[C:13]([OH:15])=O)=[CH:7][CH:8]=2)[CH:3]=[N:2]1.[CH2:20]([N:27]1[CH2:32][CH2:31][NH:30][CH2:29][CH2:28]1)[C:21]1[CH:26]=[CH:25][CH:24]=[CH:23][CH:22]=1.ON1C2C=CC=CC=2N=N1.Cl.C(N=C=NCCCN(C)C)C. The catalyst is CN(C)C=O.[OH-].[Na+]. The product is [CH2:20]([N:27]1[CH2:32][CH2:31][N:30]([C:13]([C:12]2[CH:16]=[CH:17][CH:18]=[CH:19][C:11]=2[NH:10][C:6]2[CH:5]=[C:4]3[C:9](=[CH:8][CH:7]=2)[NH:1][N:2]=[CH:3]3)=[O:15])[CH2:29][CH2:28]1)[C:21]1[CH:22]=[CH:23][CH:24]=[CH:25][CH:26]=1. The yield is 1.00. (5) The reactants are [CH3:1][C:2]1[CH:11]=[CH:10][C:5]2[O:6][CH2:7][CH2:8][O:9][C:4]=2[CH:3]=1.[N+:12]([O-])([OH:14])=[O:13]. The catalyst is C(O)(=O)C. The product is [CH3:1][C:2]1[C:11]([N+:12]([O-:14])=[O:13])=[CH:10][C:5]2[O:6][CH2:7][CH2:8][O:9][C:4]=2[CH:3]=1. The yield is 0.992. (6) The reactants are [Si:1]([O:8][CH:9]1[O:14][CH2:13][C:12](=[O:15])[CH:11]=[CH:10]1)([C:4]([CH3:7])([CH3:6])[CH3:5])([CH3:3])[CH3:2].O.O.O.O.O.O.O.[Cl-].[Ce+3].[Cl-].[Cl-].[BH4-].[Na+]. The catalyst is CO. The product is [Si:1]([O:8][CH:9]1[O:14][CH2:13][CH:12]([OH:15])[CH:11]=[CH:10]1)([C:4]([CH3:7])([CH3:6])[CH3:5])([CH3:3])[CH3:2]. The yield is 0.561. (7) The reactants are [F:1][C:2]1[CH:3]=[C:4]([NH:28][C:29]([NH:31][C:32](=[O:40])[CH2:33][C:34]2[CH:39]=[CH:38][CH:37]=[CH:36][CH:35]=2)=[S:30])[CH:5]=[CH:6][C:7]=1[O:8][C:9]1[CH:14]=[CH:13][N:12]=[C:11]2[CH:15]=[C:16]([C:18]3[CH:23]=[CH:22][C:21](S(C)(=O)=O)=[CH:20][CH:19]=3)[S:17][C:10]=12.FC1C=C(N)C=CC=1OC1C=CN=C2C=C(C3C=CC(S(C)(=O)=O)=CC=3)SC=12.NC1C=CC(OC2C=CN=C3C=C(C4C=CC([N:90]5[CH2:95][CH2:94][N:93]([C:96]([O:98][C:99]([CH3:102])([CH3:101])[CH3:100])=[O:97])[CH2:92][CH2:91]5)=CC=4)SC=23)=C(F)C=1. No catalyst specified. The product is [F:1][C:2]1[CH:3]=[C:4]([NH:28][C:29]([NH:31][C:32](=[O:40])[CH2:33][C:34]2[CH:39]=[CH:38][CH:37]=[CH:36][CH:35]=2)=[S:30])[CH:5]=[CH:6][C:7]=1[O:8][C:9]1[CH:14]=[CH:13][N:12]=[C:11]2[CH:15]=[C:16]([C:18]3[CH:19]=[CH:20][C:21]([N:90]4[CH2:91][CH2:92][N:93]([C:96]([O:98][C:99]([CH3:102])([CH3:101])[CH3:100])=[O:97])[CH2:94][CH2:95]4)=[CH:22][CH:23]=3)[S:17][C:10]=12. The yield is 0.410.